This data is from Full USPTO retrosynthesis dataset with 1.9M reactions from patents (1976-2016). The task is: Predict the reactants needed to synthesize the given product. (1) The reactants are: [Cl:1][C:2]1[C:3]([F:31])=[C:4]([CH:8]2[C:12]([C:15]3[CH:20]=[CH:19][C:18]([Cl:21])=[CH:17][C:16]=3[F:22])([C:13]#[N:14])[CH:11]([CH2:23][C:24]([CH3:27])([CH3:26])[CH3:25])[NH:10][CH:9]2[C:28]([OH:30])=O)[CH:5]=[CH:6][CH:7]=1.CN(C(ON1N=NC2C=CC=NC1=2)=[N+](C)C)C.F[P-](F)(F)(F)(F)F.CCN(C(C)C)C(C)C.[C:65]([O:69][C:70](=[O:76])[NH:71][CH2:72][CH2:73][CH2:74][NH2:75])([CH3:68])([CH3:67])[CH3:66]. Given the product [C:65]([O:69][C:70](=[O:76])[NH:71][CH2:72][CH2:73][CH2:74][NH:75][C:28]([C@H:9]1[C@H:8]([C:4]2[CH:5]=[CH:6][CH:7]=[C:2]([Cl:1])[C:3]=2[F:31])[C@:12]([C:15]2[CH:20]=[CH:19][C:18]([Cl:21])=[CH:17][C:16]=2[F:22])([C:13]#[N:14])[C@H:11]([CH2:23][C:24]([CH3:27])([CH3:25])[CH3:26])[NH:10]1)=[O:30])([CH3:68])([CH3:66])[CH3:67], predict the reactants needed to synthesize it. (2) Given the product [C:7]([O:5][CH2:4][C@@H:3]([CH3:6])[CH2:2][Br:1])(=[O:9])[CH3:8], predict the reactants needed to synthesize it. The reactants are: [Br:1][CH2:2][C@H:3]([CH3:6])[CH2:4][OH:5].[C:7](OC(=O)C)(=[O:9])[CH3:8].O.C(OCC)(=O)C.